From a dataset of Catalyst prediction with 721,799 reactions and 888 catalyst types from USPTO. Predict which catalyst facilitates the given reaction. Reactant: [CH2:1]1[CH:6]2[NH:7][CH:3]([CH:4]([C:8]3[CH:13]=[CH:12][C:11]([Cl:14])=[N:10][CH:9]=3)[CH2:5]2)[CH2:2]1.Cl.Cl.C(N(CC)CC)C. Product: [CH:13]1[C:8]([CH:4]2[CH:3]3[NH:7][CH:6]([CH2:1][CH2:2]3)[CH2:5]2)=[CH:9][N:10]=[C:11]([Cl:14])[CH:12]=1. The catalyst class is: 4.